This data is from Reaction yield outcomes from USPTO patents with 853,638 reactions. The task is: Predict the reaction yield, written as a fraction of the theoretical maximum amount of product (1.0 means a 100% yield; for example, 0.34 means a 34% yield). (1) The reactants are [NH2:1][C:2]1[CH:3]=[C:4]2[C:9](=[CH:10][C:11]=1[NH:12][CH2:13][CH3:14])[N:8]=[CH:7][N:6]=[C:5]2[N:15]1[CH2:20][CH2:19][N:18]([C:21](=[S:30])[NH:22][CH2:23][C:24]2[CH:29]=[CH:28][CH:27]=[CH:26][CH:25]=2)[CH2:17][CH2:16]1.[CH2:31](N(CC)CC)[CH3:32].C(OC(=O)C)(=O)C.[Cl-].[Na+]. The catalyst is CN(C)C=O.O. The product is [CH2:23]([NH:22][C:21]([N:18]1[CH2:19][CH2:20][N:15]([C:5]2[C:4]3[CH:3]=[C:2]4[N:1]=[C:13]([CH3:14])[N:12]([CH2:31][CH3:32])[C:11]4=[CH:10][C:9]=3[N:8]=[CH:7][N:6]=2)[CH2:16][CH2:17]1)=[S:30])[C:24]1[CH:29]=[CH:28][CH:27]=[CH:26][CH:25]=1. The yield is 0.0500. (2) The reactants are CC(N=NC(C#N)(C)C)(C#N)C.C1C(=O)N(Br)C(=[O:16])C1.[F:21][C:22]1[CH:27]=[CH:26][C:25]([C:28]2[O:54][C:31]3=[N:32][CH:33]=[C:34]([C:36]4[CH:37]=[C:38]([CH:51]=[CH:52][CH:53]=4)[C:39]([NH:41][C:42]([C:45]4[CH:50]=[CH:49][CH:48]=[CH:47][CH:46]=4)([CH3:44])[CH3:43])=[O:40])[CH:35]=[C:30]3[C:29]=2[CH3:55])=[CH:24][CH:23]=1.C[N+]1([O-])CCOCC1. The catalyst is C(Cl)(Cl)(Cl)Cl. The product is [F:21][C:22]1[CH:23]=[CH:24][C:25]([C:28]2[O:54][C:31]3=[N:32][CH:33]=[C:34]([C:36]4[CH:37]=[C:38]([CH:51]=[CH:52][CH:53]=4)[C:39]([NH:41][C:42]([C:45]4[CH:46]=[CH:47][CH:48]=[CH:49][CH:50]=4)([CH3:44])[CH3:43])=[O:40])[CH:35]=[C:30]3[C:29]=2[CH:55]=[O:16])=[CH:26][CH:27]=1. The yield is 0.660. (3) The reactants are C(N(CC)CC)C.[NH2:8][C:9]1[CH:10]=[C:11]([C:15]#[C:16][C:17]2[CH:18]=[N:19][C:20]([NH2:23])=[N:21][CH:22]=2)[CH:12]=[N:13][CH:14]=1.[CH:24]1([C:27]2[CH:31]=[C:30]([NH:32][C:33](=O)[O:34]C3C=CC=CC=3)[N:29]([CH3:42])[N:28]=2)[CH2:26][CH2:25]1. The catalyst is O1CCOCC1. The product is [NH2:23][C:20]1[N:19]=[CH:18][C:17]([C:16]#[C:15][C:11]2[CH:10]=[C:9]([NH:8][C:33]([NH:32][C:30]3[N:29]([CH3:42])[N:28]=[C:27]([CH:24]4[CH2:26][CH2:25]4)[CH:31]=3)=[O:34])[CH:14]=[N:13][CH:12]=2)=[CH:22][N:21]=1. The yield is 0.580. (4) The reactants are [CH2:1]([S:3][C:4]1[N:5]([CH2:12][C:13]2[CH:18]=[CH:17][C:16]([C:19]3[C:20]([C:25]#[N:26])=[CH:21][CH:22]=[CH:23][CH:24]=3)=[CH:15][CH:14]=2)[C:6](=[O:11])[CH:7]=[C:8]([CH3:10])[N:9]=1)[CH3:2].C([O-])(=O)C.[Na+].[Br:32]Br. The catalyst is C(O)(=O)C.C(OCC)(=O)C. The product is [Br:32][C:7]1[C:6](=[O:11])[N:5]([CH2:12][C:13]2[CH:18]=[CH:17][C:16]([C:19]3[C:20]([C:25]#[N:26])=[CH:21][CH:22]=[CH:23][CH:24]=3)=[CH:15][CH:14]=2)[C:4]([S:3][CH2:1][CH3:2])=[N:9][C:8]=1[CH3:10]. The yield is 0.990. (5) The reactants are [Cl:1][C:2]1[CH:3]=[C:4]([CH2:9][C:10]([O:12][CH3:13])=[O:11])[CH:5]=[C:6]([Cl:8])[CH:7]=1.[Br:14]N1C(=O)CCC1=O.N(C(C)(C)C#N)=NC(C)(C)C#N. The catalyst is C(Cl)(Cl)(Cl)Cl.ClCCl.[Cl-].[Na+].O. The product is [Br:14][CH:9]([C:4]1[CH:3]=[C:2]([Cl:1])[CH:7]=[C:6]([Cl:8])[CH:5]=1)[C:10]([O:12][CH3:13])=[O:11]. The yield is 0.920. (6) The reactants are Cl[C:2]1[N:3]=[CH:4][C:5]([C:8]2[N:9]=[C:10]([N:18]3[CH2:23][CH2:22][C@H:21]([NH:24][C:25]([C:27]4[NH:28][C:29]([CH3:34])=[C:30]([Cl:33])[C:31]=4[Cl:32])=[O:26])[C@H:20]([O:35][CH3:36])[CH2:19]3)[S:11][C:12]=2[C:13]([O:15][CH2:16][CH3:17])=[O:14])=[N:6][CH:7]=1.[N:37]12[CH2:44][CH2:43][N:40]([CH2:41][CH2:42]1)[CH2:39][CH:38]2[CH2:45][NH2:46].C(N(CC)C(C)C)(C)C.O. The catalyst is CN1CCCC1=O. The product is [N:37]12[CH2:44][CH2:43][N:40]([CH2:41][CH2:42]1)[CH2:39][CH:38]2[CH2:45][NH:46][C:2]1[N:3]=[CH:4][C:5]([C:8]2[N:9]=[C:10]([N:18]3[CH2:23][CH2:22][C@@H:21]([NH:24][C:25]([C:27]4[NH:28][C:29]([CH3:34])=[C:30]([Cl:33])[C:31]=4[Cl:32])=[O:26])[C@@H:20]([O:35][CH3:36])[CH2:19]3)[S:11][C:12]=2[C:13]([O:15][CH2:16][CH3:17])=[O:14])=[N:6][CH:7]=1. The yield is 0.205. (7) The reactants are [NH:1]1[C:9]2[C:4](=[N:5][CH:6]=[CH:7][CH:8]=2)[C:3]([C:10]#[N:11])=[N:2]1.[Br:12][C:13]1[CH:14]=[C:15](B(O)O)[CH:16]=[CH:17][CH:18]=1. No catalyst specified. The product is [Br:12][C:13]1[CH:18]=[C:17]([N:1]2[C:9]3[C:4](=[N:5][CH:6]=[CH:7][CH:8]=3)[C:3]([C:10]#[N:11])=[N:2]2)[CH:16]=[CH:15][CH:14]=1. The yield is 0.216. (8) The reactants are [Cl:1][C:2]1[CH:7]=[CH:6][C:5]([S:8]([CH:11]([C:21]2[CH:26]=[C:25]([F:27])[CH:24]=[CH:23][C:22]=2[F:28])[C:12]2[N:17]=[CH:16][C:15]([C:18](O)=[O:19])=[CH:14][CH:13]=2)(=[O:10])=[O:9])=[CH:4][CH:3]=1.C(N(CC)CC)C.Cl.C(N=C=NCCCN(C)C)C.[CH3:48][N:49]([CH3:51])[NH2:50]. The catalyst is CN(C)C1C=CN=CC=1.ClCCl. The product is [CH3:48][N:49]([CH3:51])[NH:50][C:18](=[O:19])[C:15]1[CH:14]=[CH:13][C:12]([CH:11]([S:8]([C:5]2[CH:4]=[CH:3][C:2]([Cl:1])=[CH:7][CH:6]=2)(=[O:9])=[O:10])[C:21]2[CH:26]=[C:25]([F:27])[CH:24]=[CH:23][C:22]=2[F:28])=[N:17][CH:16]=1. The yield is 0.680. (9) The reactants are [O:1]1[CH2:5][CH2:4][CH2:3][CH2:2]1.[Br:6][C:7]1[S:8][C:9](Br)=[CH:10][CH:11]=1.[CH2:13]([Li])[CH2:14][CH2:15][CH3:16]. The catalyst is O. The product is [Br:6][C:7]1[S:8][C:9]([CH:5]([C:4]2[CH:13]=[CH:14][C:15]([CH3:16])=[CH:2][CH:3]=2)[OH:1])=[CH:10][CH:11]=1. The yield is 0.775.